This data is from Reaction yield outcomes from USPTO patents with 853,638 reactions. The task is: Predict the reaction yield, written as a fraction of the theoretical maximum amount of product (1.0 means a 100% yield; for example, 0.34 means a 34% yield). (1) The reactants are F[P-](F)(F)(F)(F)F.N1(O[P+](N(C)C)(N(C)C)N(C)C)C2C=CC=C[C:11]=2N=N1.[CH:28]1([CH2:34][C@H:35]([N:39]2[CH2:47][C:46]3[C:41](=[CH:42][CH:43]=[CH:44][C:45]=3Cl)[C:40]2=[O:49])[C:36]([OH:38])=O)[CH2:33][CH2:32][CH2:31][CH2:30][CH2:29]1.[NH2:50][C:51]1[CH:56]=[CH:55][CH:54]=[CH:53][N:52]=1.C1(C[C@H](N2CC3C(=CC=CC=3)C2=O)C(NC2SC=CN=2)=O)CCCCC1. No catalyst specified. The product is [CH:28]1([CH2:34][C@H:35]([N:39]2[CH2:47][C:46]3[C:41](=[CH:42][CH:43]=[CH:44][CH:45]=3)[C:40]2=[O:49])[C:36]([NH:50][C:51]2[CH:56]=[CH:55][C:54]([CH3:11])=[CH:53][N:52]=2)=[O:38])[CH2:29][CH2:30][CH2:31][CH2:32][CH2:33]1. The yield is 0.300. (2) The reactants are [Cl:1][C:2]1[CH:14]=[C:13]([Cl:15])[C:12]([S:16][C:17]2[N:21]([CH3:22])[N:20]=[C:19]([CH3:23])[C:18]=2[CH:24]=[O:25])=[CH:11][C:3]=1[O:4][C@@H:5]([CH3:10])[C:6]([O:8][CH3:9])=[O:7].CC(=CC)C.P([O-])(O)(O)=[O:32].[Na+].Cl([O-])=O.[Na+].S(=O)(O)[O-].[Na+]. The catalyst is C(OCC)(=O)C.O.C(O)(C)(C)C.O1CCCC1. The product is [Cl:15][C:13]1[CH:14]=[C:2]([Cl:1])[C:3]([O:4][C@@H:5]([CH3:10])[C:6]([O:8][CH3:9])=[O:7])=[CH:11][C:12]=1[S:16][C:17]1[N:21]([CH3:22])[N:20]=[C:19]([CH3:23])[C:18]=1[C:24]([OH:32])=[O:25]. The yield is 0.600.